Dataset: Full USPTO retrosynthesis dataset with 1.9M reactions from patents (1976-2016). Task: Predict the reactants needed to synthesize the given product. (1) Given the product [C:1]([C:11]1[CH:18]=[CH:17][C:14]([CH2:15][NH:24][CH2:23][C:22]2[CH:25]=[CH:26][CH:27]=[CH:28][C:21]=2[C:20]([F:19])([F:29])[F:30])=[CH:13][CH:12]=1)#[C:2][CH2:3][CH2:4][CH2:5][CH2:6][CH2:7][CH2:8][CH2:9][CH3:10], predict the reactants needed to synthesize it. The reactants are: [C:1]([C:11]1[CH:18]=[CH:17][C:14]([CH:15]=O)=[CH:13][CH:12]=1)#[C:2][CH2:3][CH2:4][CH2:5][CH2:6][CH2:7][CH2:8][CH2:9][CH3:10].[F:19][C:20]([F:30])([F:29])[C:21]1[CH:28]=[CH:27][CH:26]=[CH:25][C:22]=1[CH2:23][NH2:24]. (2) Given the product [CH:1]1([N:7]2[CH2:13][C:12]([F:14])([F:15])[C:11](=[O:16])[N:10]([CH3:17])[C:9]3[CH:18]=[N:19][C:20]([NH:22][C:23]4[CH:31]=[CH:30][C:26]([C:27]([NH:66][CH:63]5[CH2:64][CH2:65][CH:60]([N:59]([CH3:67])[CH3:58])[CH2:61][CH2:62]5)=[O:28])=[CH:25][C:24]=4[O:32][CH3:33])=[N:21][C:8]2=3)[CH2:6][CH2:5][CH2:4][CH2:3][CH2:2]1, predict the reactants needed to synthesize it. The reactants are: [CH:1]1([N:7]2[CH2:13][C:12]([F:15])([F:14])[C:11](=[O:16])[N:10]([CH3:17])[C:9]3[CH:18]=[N:19][C:20]([NH:22][C:23]4[CH:31]=[CH:30][C:26]([C:27](O)=[O:28])=[CH:25][C:24]=4[O:32][CH3:33])=[N:21][C:8]2=3)[CH2:6][CH2:5][CH2:4][CH2:3][CH2:2]1.CN(C(ON1N=NC2C=CC=NC1=2)=[N+](C)C)C.F[P-](F)(F)(F)(F)F.[CH3:58][N:59]([CH3:67])[CH:60]1[CH2:65][CH2:64][CH:63]([NH2:66])[CH2:62][CH2:61]1. (3) Given the product [ClH:3].[CH3:5][C@@:6]1([C:11]([O:13][CH3:14])=[O:12])[CH2:10][CH2:9][CH2:8][NH:7]1, predict the reactants needed to synthesize it. The reactants are: S(Cl)([Cl:3])=O.[CH3:5][C@@:6]1([C:11]([OH:13])=[O:12])[CH2:10][CH2:9][CH2:8][NH:7]1.[CH3:14]O. (4) Given the product [OH:38][C:34]([CH3:35])([CH3:33])[C:36]#[C:37][C:2]1[CH:9]=[CH:8][C:5]([CH:6]=[O:7])=[CH:4][CH:3]=1, predict the reactants needed to synthesize it. The reactants are: Br[C:2]1[CH:9]=[CH:8][C:5]([CH:6]=[O:7])=[CH:4][CH:3]=1.C1(P(C2C=CC=CC=2)C2C=CC=CC=2)C=CC=CC=1.C(CN)O.[CH3:33][C:34]([OH:38])([C:36]#[CH:37])[CH3:35]. (5) Given the product [C:54]([C:53]1[N:52]([CH:56]2[CH2:61][CH2:60][N:59]([C:62]([O:64][CH:65]([CH3:66])[CH3:67])=[O:63])[CH2:58][CH2:57]2)[N:51]=[CH:50][C:49]=1[CH2:48][O:47][C:46]1[CH:68]=[CH:69][C:43]([C:1]#[N:2])=[CH:44][C:45]=1[F:70])#[N:55], predict the reactants needed to synthesize it. The reactants are: [C:1](C1C=CC(O)=CC=1F)#[N:2].C(C1N(C2CCN(C(OC(C)C)=O)CC2)N=CC=1CO)#N.[Si](OCCS[C:43]1[CH:69]=[CH:68][C:46]([O:47][CH2:48][C:49]2[CH:50]=[N:51][N:52]([CH:56]3[CH2:61][CH2:60][N:59]([C:62]([O:64][CH:65]([CH3:67])[CH3:66])=[O:63])[CH2:58][CH2:57]3)[C:53]=2[C:54]#[N:55])=[C:45]([F:70])[CH:44]=1)(C(C)(C)C)(C)C. (6) The reactants are: [F:1][C:2]1[CH:22]=[C:21]([F:23])[CH:20]=[CH:19][C:3]=1[CH2:4][O:5][C:6]1[CH:11]=[CH:10][C:9]([C:12]([F:15])([F:14])[F:13])=[CH:8][C:7]=1B(O)O.[C:24]([NH:27][C:28]1[CH:29]=[C:30]([C:41]([O:43][CH3:44])=[O:42])[C:31]([C:34]2[CH:39]=[CH:38][CH:37]=[CH:36][C:35]=2Br)=[CH:32][CH:33]=1)(=[O:26])[CH3:25].C(=O)([O-])[O-].[K+].[K+].C1(C)C=CC=CC=1.C(O)C. Given the product [C:24]([NH:27][C:28]1[CH:29]=[C:30]([C:41]([O:43][CH3:44])=[O:42])[C:31]([C:34]2[C:35]([C:7]3[CH:8]=[C:9]([C:12]([F:15])([F:14])[F:13])[CH:10]=[CH:11][C:6]=3[O:5][CH2:4][C:3]3[CH:19]=[CH:20][C:21]([F:23])=[CH:22][C:2]=3[F:1])=[CH:36][CH:37]=[CH:38][CH:39]=2)=[CH:32][CH:33]=1)(=[O:26])[CH3:25], predict the reactants needed to synthesize it. (7) Given the product [F:25][C:22]1[CH:21]=[N:20][C:19]([C:12]2[CH:13]=[CH:14][C:9]([CH:7]=[O:8])=[CH:10][CH:11]=2)=[N:24][CH:23]=1, predict the reactants needed to synthesize it. The reactants are: C([O-])([O-])=O.[Na+].[Na+].[CH:7]([C:9]1[CH:14]=[CH:13][C:12](B(O)O)=[CH:11][CH:10]=1)=[O:8].Cl[C:19]1[N:24]=[CH:23][C:22]([F:25])=[CH:21][N:20]=1. (8) Given the product [CH2:26]([C:2]1[C:7]([O:8][CH2:9][C:10]2[C:15]([O:16][CH3:17])=[CH:14][CH:13]=[C:12]([F:18])[C:11]=2[F:19])=[CH:6][C:5]([N+:20]([O-:22])=[O:21])=[C:4]([Cl:23])[CH:3]=1)[CH:25]=[CH2:24], predict the reactants needed to synthesize it. The reactants are: Br[C:2]1[C:7]([O:8][CH2:9][C:10]2[C:15]([O:16][CH3:17])=[CH:14][CH:13]=[C:12]([F:18])[C:11]=2[F:19])=[CH:6][C:5]([N+:20]([O-:22])=[O:21])=[C:4]([Cl:23])[CH:3]=1.[CH2:24]([Sn](CCCC)(CCCC)CCCC)[CH:25]=[CH2:26]. (9) Given the product [Cl:1][C:2]1[CH:3]=[C:4]([CH2:5][OH:6])[C:8]([I:11])=[CH:9][N:10]=1, predict the reactants needed to synthesize it. The reactants are: [Cl:1][C:2]1[CH:3]=[C:4]([C:8]([I:11])=[CH:9][N:10]=1)[C:5](O)=[O:6].ClC1C(CO)=CC(F)=C(Cl)N=1.